Predict the reactants needed to synthesize the given product. From a dataset of Full USPTO retrosynthesis dataset with 1.9M reactions from patents (1976-2016). (1) Given the product [CH2:26]([C:18]1[O:19][C:20]2[CH:25]=[CH:24][CH:23]=[CH:22][C:21]=2[C:17]=1[C:15]([C:8]1[CH:7]=[CH:6][C:5]([OH:4])=[C:10]([C:11]([F:14])([F:12])[F:13])[CH:9]=1)=[O:16])[CH2:27][CH2:28][CH3:29], predict the reactants needed to synthesize it. The reactants are: C([O:4][C:5]1[C:10]([C:11]([F:14])([F:13])[F:12])=[CH:9][C:8]([C:15]([C:17]2[C:21]3[CH:22]=[CH:23][CH:24]=[CH:25][C:20]=3[O:19][C:18]=2[CH2:26][CH2:27][CH2:28][CH3:29])=[O:16])=[CH:7][C:6]=1I)(=O)C.C([O-])([O-])=O.[K+].[K+]. (2) Given the product [CH2:8]([C:6]1[CH:5]=[CH:4][C:3]([O:10][CH3:11])=[C:2]([O:18][C:17]2[CH:16]=[CH:15][CH:14]=[CH:13][C:12]=2[CH3:19])[CH:7]=1)[CH3:9], predict the reactants needed to synthesize it. The reactants are: Br[C:2]1[CH:7]=[C:6]([CH2:8][CH3:9])[CH:5]=[CH:4][C:3]=1[O:10][CH3:11].[C:12]1([CH3:19])[C:17]([OH:18])=[CH:16][CH:15]=[CH:14][CH:13]=1. (3) The reactants are: Cl.[NH2:2][C:3]1([CH3:23])[CH2:8][CH2:7][N:6]([CH2:9][C@@H:10]([C:12]2[C:13]([CH3:22])=[C:14]3[C:18](=[CH:19][CH:20]=2)[C:17](=[O:21])[O:16][CH2:15]3)[OH:11])[CH2:5][CH2:4]1.[N:24]1([C:29]2[N:34]=[N:33][C:32]([C:35](O)=[O:36])=[CH:31][CH:30]=2)[CH:28]=[N:27][N:26]=[N:25]1. Given the product [OH:11][C@H:10]([C:12]1[C:13]([CH3:22])=[C:14]2[C:18](=[CH:19][CH:20]=1)[C:17](=[O:21])[O:16][CH2:15]2)[CH2:9][N:6]1[CH2:7][CH2:8][C:3]([NH:2][C:35]([C:32]2[N:33]=[N:34][C:29]([N:24]3[CH:28]=[N:27][N:26]=[N:25]3)=[CH:30][CH:31]=2)=[O:36])([CH3:23])[CH2:4][CH2:5]1, predict the reactants needed to synthesize it. (4) Given the product [CH3:20][S:17]([C:14]1[CH:15]=[CH:16][C:11]([C:3]([C:5]2([N:21]3[CH2:25][CH2:24][CH2:23][CH2:22]3)[CH2:10][CH2:9][CH2:8][CH2:7][CH2:6]2)=[O:4])=[CH:12][CH:13]=1)(=[O:19])=[O:18], predict the reactants needed to synthesize it. The reactants are: CO[C:3]1([C:11]2[CH:16]=[CH:15][C:14]([S:17]([CH3:20])(=[O:19])=[O:18])=[CH:13][CH:12]=2)[C:5]2([CH2:10][CH2:9][CH2:8][CH2:7][CH2:6]2)[O:4]1.[NH:21]1[CH2:25][CH2:24][CH2:23][CH2:22]1.CSC1C=CC(C(C2(N3CCCC3)CCCCC2)=O)=CC=1. (5) Given the product [CH3:1][O:2][C:3]1[CH:4]=[CH:5][C:6]([S:9][C:10]2[CH:15]=[C:14]([NH2:16])[CH:13]=[C:12]([CH3:19])[CH:11]=2)=[CH:7][CH:8]=1, predict the reactants needed to synthesize it. The reactants are: [CH3:1][O:2][C:3]1[CH:8]=[CH:7][C:6]([S:9][C:10]2[CH:15]=[C:14]([N+:16]([O-])=O)[CH:13]=[C:12]([CH3:19])[CH:11]=2)=[CH:5][CH:4]=1.C(OC1C=CC(OC2C=CC(C3NC4C=C(Br)C=CC=4N=3)=CC=2[N+]([O-])=O)=CC=1)C1C=CC=CC=1. (6) Given the product [CH3:12][C:1]1[CH:6]=[C:5]([S:14]([OH:17])(=[O:16])=[O:15])[CH:4]=[CH:3][C:2]=1[N:7]1[CH2:11][CH2:10][CH2:9][CH2:8]1, predict the reactants needed to synthesize it. The reactants are: [C:1]1([CH3:12])[CH:6]=[CH:5][CH:4]=[CH:3][C:2]=1[N:7]1[CH2:11][CH2:10][CH2:9][CH2:8]1.Cl[S:14]([OH:17])(=[O:16])=[O:15]. (7) Given the product [CH2:10]([O:17][C:18]1[CH:19]=[C:20]([CH:25]=[C:26]([O:29][CH2:6][O:5][CH2:4][CH2:3][Si:2]([CH3:9])([CH3:8])[CH3:1])[C:27]=1[Br:28])[C:21]([OH:23])=[O:22])[C:11]1[CH:16]=[CH:15][CH:14]=[CH:13][CH:12]=1, predict the reactants needed to synthesize it. The reactants are: [CH3:1][Si:2]([CH3:9])([CH3:8])[CH2:3][CH2:4][O:5][CH2:6]Cl.[CH2:10]([O:17][C:18]1[CH:19]=[C:20]([CH:25]=[C:26]([OH:29])[C:27]=1[Br:28])[C:21]([O:23]C)=[O:22])[C:11]1[CH:16]=[CH:15][CH:14]=[CH:13][CH:12]=1.C(=O)([O-])[O-].[K+].[K+].[OH-].[Na+]. (8) Given the product [NH2:21][C:18]1[CH:19]=[CH:20][C:15]([S:12]([N:11]([O:24][CH:25]2[CH2:26][CH2:27][CH2:28][CH2:29][CH2:30]2)[CH2:10][C@@H:9]([OH:31])[C@@H:8]([NH:32][C:33](=[O:43])[O:34][C@@H:35]2[C@H:42]3[C@H:38]([O:39][CH2:40][CH2:41]3)[O:37][CH2:36]2)[CH2:1][C:2]2[CH:3]=[CH:4][CH:5]=[CH:6][CH:7]=2)(=[O:14])=[O:13])=[CH:16][CH:17]=1, predict the reactants needed to synthesize it. The reactants are: [CH2:1]([C@H:8]([NH:32][C:33](=[O:43])[O:34][C@@H:35]1[C@H:42]2[C@H:38]([O:39][CH2:40][CH2:41]2)[O:37][CH2:36]1)[C@H:9]([OH:31])[CH2:10][N:11]([O:24][CH:25]1[CH2:30][CH2:29][CH2:28][CH2:27][CH2:26]1)[S:12]([C:15]1[CH:20]=[CH:19][C:18]([N+:21]([O-])=O)=[CH:17][CH:16]=1)(=[O:14])=[O:13])[C:2]1[CH:7]=[CH:6][CH:5]=[CH:4][CH:3]=1.C(O)C.